Predict the product of the given reaction. From a dataset of Forward reaction prediction with 1.9M reactions from USPTO patents (1976-2016). (1) Given the reactants [Cl:1][C:2]1[N:7]=[N:6][C:5]([NH:8][CH3:9])=[C:4]([C:10]2[CH:15]=[CH:14][C:13]([F:16])=[CH:12][C:11]=2[O:17][CH3:18])[CH:3]=1.[CH3:19][S:20]([C:23]1[CH:24]=[C:25]([CH:29]=[C:30]([C:32]([F:35])([F:34])[F:33])[CH:31]=1)[C:26]([OH:28])=O)(=[O:22])=[O:21].F[B-](F)(F)F.BrC1C=CC=C[N+]=1CC.C(N(C(C)C)C(C)C)C.C(=O)(O)[O-], predict the reaction product. The product is: [Cl:1][C:2]1[N:7]=[N:6][C:5]([N:8]([CH3:9])[C:26](=[O:28])[C:25]2[CH:29]=[C:30]([C:32]([F:35])([F:34])[F:33])[CH:31]=[C:23]([S:20]([CH3:19])(=[O:21])=[O:22])[CH:24]=2)=[C:4]([C:10]2[CH:15]=[CH:14][C:13]([F:16])=[CH:12][C:11]=2[O:17][CH3:18])[CH:3]=1. (2) Given the reactants [BH4-].[Na+].[F:3][C:4]1[CH:9]=[CH:8][C:7]([N:10]2[C:14]3[N:15]=[C:16]([CH:18]([CH3:20])[CH3:19])[S:17][C:13]=3[C:12]([C:21](OC)=[O:22])=[N:11]2)=[CH:6][CH:5]=1.[Cl-].[Ca+2].[Cl-].C1COCC1, predict the reaction product. The product is: [F:3][C:4]1[CH:9]=[CH:8][C:7]([N:10]2[C:14]3[N:15]=[C:16]([CH:18]([CH3:20])[CH3:19])[S:17][C:13]=3[C:12]([CH2:21][OH:22])=[N:11]2)=[CH:6][CH:5]=1. (3) Given the reactants [Cl:1][C:2]1[CH:17]=[CH:16][C:15]([C@H:18]2[C@H:23]([OH:24])[C@@H:22]([OH:25])[C@H:21]([OH:26])[C@@H:20]([CH2:27][OH:28])[O:19]2)=[CH:14][C:3]=1[CH2:4][C:5]1[CH:10]=[CH:9][C:8]([C:11](=O)[CH3:12])=[CH:7][CH:6]=1.N1C=CC=CC=1.C([O-])(=O)C.[Na+].Cl.[CH3:41][O:42][NH2:43], predict the reaction product. The product is: [CH3:41][O:42][N:43]=[C:11]([C:8]1[CH:9]=[CH:10][C:5]([CH2:4][C:3]2[CH:14]=[C:15]([C@H:18]3[C@H:23]([OH:24])[C@@H:22]([OH:25])[C@H:21]([OH:26])[C@@H:20]([CH2:27][OH:28])[O:19]3)[CH:16]=[CH:17][C:2]=2[Cl:1])=[CH:6][CH:7]=1)[CH3:12].